The task is: Predict the reactants needed to synthesize the given product.. This data is from Full USPTO retrosynthesis dataset with 1.9M reactions from patents (1976-2016). (1) Given the product [NH:19]([C:18]([O:17][CH2:10][C:11]1[CH:16]=[CH:15][CH:14]=[CH:13][CH:12]=1)=[O:20])[CH:8]([C:43]([P:21]([O:29][C:30]1[CH:31]=[CH:32][CH:33]=[CH:34][CH:35]=1)[O:36][C:37]1[CH:38]=[CH:39][CH:40]=[CH:41][CH:42]=1)=[O:45])[CH2:7][C:1]1[CH:2]=[CH:3][CH:4]=[CH:5][CH:6]=1, predict the reactants needed to synthesize it. The reactants are: [C:1]1([CH2:7][CH:8]=O)[CH:6]=[CH:5][CH:4]=[CH:3][CH:2]=1.[CH2:10]([O:17][C:18](=[O:20])[NH2:19])[C:11]1[CH:16]=[CH:15][CH:14]=[CH:13][CH:12]=1.[P:21]([O:36][C:37]1[CH:42]=[CH:41][CH:40]=[CH:39][CH:38]=1)([O:29][C:30]1[CH:35]=[CH:34][CH:33]=[CH:32][CH:31]=1)OC1C=CC=CC=1.[C:43](O)(=[O:45])C. (2) Given the product [O:16]([C:3]1[CH:4]=[N:5][C:6]2[C:11]([C:2]=1[C:24]1[CH:29]=[CH:28][CH:27]=[CH:26][CH:25]=1)=[CH:10][CH:9]=[CH:8][C:7]=2[C:12]([F:15])([F:14])[F:13])[C:17]1[CH:22]=[CH:21][CH:20]=[CH:19][CH:18]=1, predict the reactants needed to synthesize it. The reactants are: Br[C:2]1[C:11]2[C:6](=[C:7]([C:12]([F:15])([F:14])[F:13])[CH:8]=[CH:9][CH:10]=2)[N:5]=[CH:4][C:3]=1[O:16][C:17]1[CH:22]=[CH:21][CH:20]=[CH:19][CH:18]=1.O(C1C=N[C:24]2[C:29](C=1O)=[CH:28][CH:27]=[CH:26][C:25]=2C(F)(F)F)[C:24]1[CH:29]=[CH:28][CH:27]=[CH:26][CH:25]=1. (3) Given the product [C:30]1([S:36]([N:39]2[C:47]3[C:42](=[CH:43][CH:44]=[C:45]([S:48]([N:19]4[CH2:20][CH2:21][N:16]([CH2:15][CH:12]5[CH2:13][CH2:14][N:9]([C:4]6[CH:5]=[CH:6][C:7](=[O:8])[N:2]([CH3:1])[N:3]=6)[CH2:10][CH2:11]5)[C:17](=[O:22])[CH2:18]4)(=[O:49])=[O:50])[CH:46]=3)[C:41]([Cl:52])=[CH:40]2)(=[O:37])=[O:38])[CH:31]=[CH:32][CH:33]=[CH:34][CH:35]=1, predict the reactants needed to synthesize it. The reactants are: [CH3:1][N:2]1[C:7](=[O:8])[CH:6]=[CH:5][C:4]([N:9]2[CH2:14][CH2:13][CH:12]([CH2:15][N:16]3[CH2:21][CH2:20][NH:19][CH2:18][C:17]3=[O:22])[CH2:11][CH2:10]2)=[N:3]1.C(N(CC)CC)C.[C:30]1([S:36]([N:39]2[C:47]3[C:42](=[CH:43][CH:44]=[C:45]([S:48](Cl)(=[O:50])=[O:49])[CH:46]=3)[C:41]([Cl:52])=[CH:40]2)(=[O:38])=[O:37])[CH:35]=[CH:34][CH:33]=[CH:32][CH:31]=1.O.ClCCl.